Dataset: Forward reaction prediction with 1.9M reactions from USPTO patents (1976-2016). Task: Predict the product of the given reaction. (1) Given the reactants [CH2:1]([C:3]1[CH:8]=[C:7]([CH3:9])[CH:6]=[C:5]([CH2:10][CH3:11])[C:4]=1[C:12](=[O:21])[C:13]([N:15]([CH3:20])[N:16]=C(C)C)=[O:14])[CH3:2].Cl, predict the reaction product. The product is: [CH2:1]([C:3]1[CH:8]=[C:7]([CH3:9])[CH:6]=[C:5]([CH2:10][CH3:11])[C:4]=1[C:12](=[O:21])[C:13]([N:15]([CH3:20])[NH2:16])=[O:14])[CH3:2]. (2) Given the reactants Br[C:2]1[CH:11]=[CH:10][C:9]2[C:4](=[CH:5][CH:6]=[C:7]([C:12]([CH3:15])([CH3:14])[CH3:13])[CH:8]=2)[CH:3]=1.C1(P(C2C=CC=CC=2)CCCP(C2C=CC=CC=2)C2C=CC=CC=2)C=CC=CC=1.C(N(CC)CC)C.C[CH2:53][O:54][C:55](C)=[O:56].C1(C)C=CC=CC=1, predict the reaction product. The product is: [C:12]([C:7]1[CH:8]=[C:9]2[C:4](=[CH:5][CH:6]=1)[CH:3]=[C:2]([C:55]([O:54][CH3:53])=[O:56])[CH:11]=[CH:10]2)([CH3:15])([CH3:14])[CH3:13]. (3) The product is: [Cl:1][C:2]1[CH:7]=[CH:6][C:5]([O:8][CH2:9][CH:11]2[CH2:12][O:13]2)=[CH:4][CH:3]=1. Given the reactants [Cl:1][C:2]1[CH:7]=[CH:6][C:5]([OH:8])=[CH:4][CH:3]=1.[CH2:9]([CH:11]1[O:13][CH2:12]1)Cl, predict the reaction product. (4) Given the reactants [N+](=[CH2:3])=[N-].[CH3:4][C:5]([O:8][C@H:9]([CH3:47])[C@@H:10]([C:43]([O:45][CH3:46])=[O:44])[NH:11][C:12]([C:14]1[CH:19]=[CH:18][C:17]([C:20]2[CH:25]=[CH:24][C:23]([F:26])=[C:22]([F:27])[CH:21]=2)=[CH:16][C:15]=1[NH:28][C:29]([NH:31][C:32]1[C:37]([CH3:38])=[CH:36][C:35]([CH2:39][CH:40]=[CH2:41])=[CH:34][C:33]=1[CH3:42])=[O:30])=[O:13])([CH3:7])[CH3:6].CCCCCC.C(OCC)(=O)C, predict the reaction product. The product is: [CH:40]1([CH2:39][C:35]2[CH:36]=[C:37]([CH3:38])[C:32]([NH:31][C:29]([NH:28][C:15]3[CH:16]=[C:17]([C:20]4[CH:25]=[CH:24][C:23]([F:26])=[C:22]([F:27])[CH:21]=4)[CH:18]=[CH:19][C:14]=3[C:12]([NH:11][C@H:10]([C:43]([O:45][CH3:46])=[O:44])[C@@H:9]([CH3:47])[O:8][C:5]([CH3:4])([CH3:6])[CH3:7])=[O:13])=[O:30])=[C:33]([CH3:42])[CH:34]=2)[CH2:3][CH2:41]1. (5) The product is: [C:20]([C:19]1[NH:8][C:16]2[C:11]([CH:10]=1)=[CH:12][CH:13]=[C:14]([O:17][CH3:18])[CH:15]=2)([CH3:23])([CH3:22])[CH3:21]. Given the reactants C(N(CCCC)C(=O)C[N:8]1[C:16]2[C:11](=[CH:12][CH:13]=[C:14]([O:17][CH3:18])[CH:15]=2)[C:10]([C:19](=O)[C:20]([CH3:23])([CH3:22])[CH3:21])=N1)CCC.[Li]CCCC, predict the reaction product. (6) Given the reactants [NH2:1][C:2]1[CH:7]=[C:6](Cl)[CH:5]=[CH:4][C:3]=1[OH:9].[B:10]1([B:10]2[O:14][C:13]([CH3:16])([CH3:15])[C:12]([CH3:18])([CH3:17])[O:11]2)[O:14][C:13]([CH3:16])([CH3:15])[C:12]([CH3:18])([CH3:17])[O:11]1.CC([O-])=O.[K+], predict the reaction product. The product is: [NH2:1][C:2]1[CH:7]=[C:6]([B:10]2[O:14][C:13]([CH3:16])([CH3:15])[C:12]([CH3:18])([CH3:17])[O:11]2)[CH:5]=[CH:4][C:3]=1[OH:9].